This data is from Full USPTO retrosynthesis dataset with 1.9M reactions from patents (1976-2016). The task is: Predict the reactants needed to synthesize the given product. (1) The reactants are: [NH2:1][C:2]1[N:7]=[C:6]([C:8]2[CH:16]=[C:15]3[C:11]([C:12]([NH:17]C(=O)C)=[N:13][NH:14]3)=[CH:10][CH:9]=2)[CH:5]=[C:4]([CH3:21])[N:3]=1.[ClH:22]. Given the product [ClH:22].[NH2:1][C:2]1[N:7]=[C:6]([C:8]2[CH:16]=[C:15]3[C:11]([C:12]([NH2:17])=[N:13][NH:14]3)=[CH:10][CH:9]=2)[CH:5]=[C:4]([CH3:21])[N:3]=1, predict the reactants needed to synthesize it. (2) Given the product [CH3:24][C:23]1[CH:22]=[C:21]([CH3:25])[NH:20][C:19](=[O:26])[C:18]=1[CH2:17][NH:16][C:14]([C:4]1[C:5]2[CH:10]=[N:9][N:8]([CH:11]([CH3:13])[CH3:12])[C:6]=2[N:7]=[C:2]([N:30]2[CH2:35][CH2:34][CH2:33][CH2:32][CH2:31]2)[CH:3]=1)=[O:15], predict the reactants needed to synthesize it. The reactants are: Cl[C:2]1[CH:3]=[C:4]([C:14]([NH:16][CH2:17][C:18]2[C:19](=[O:26])[NH:20][C:21]([CH3:25])=[CH:22][C:23]=2[CH3:24])=[O:15])[C:5]2[CH:10]=[N:9][N:8]([CH:11]([CH3:13])[CH3:12])[C:6]=2[N:7]=1.C(O)C.[NH:30]1[CH2:35][CH2:34][CH2:33][CH2:32][CH2:31]1.